Dataset: Forward reaction prediction with 1.9M reactions from USPTO patents (1976-2016). Task: Predict the product of the given reaction. (1) Given the reactants [C:1]1([S:7]([N:10]2[C:18]3[C:13](=[CH:14][C:15](B4OC(C)(C)C(C)(C)O4)=[CH:16][CH:17]=3)[CH:12]=[C:11]2[C:28]2[C:33]([F:34])=[CH:32][CH:31]=[CH:30][C:29]=2[F:35])(=[O:9])=[O:8])[CH:6]=[CH:5][CH:4]=[CH:3][CH:2]=1.[CH3:36][C:37]1[S:41][C:40]([C:42]2[CH:47]=[CH:46][N:45]=[CH:44][CH:43]=2)=[N:39][C:38]=1OS(C(F)(F)F)(=O)=O.C([O-])([O-])=O.[K+].[K+], predict the reaction product. The product is: [C:1]1([S:7]([N:10]2[C:18]3[C:17](=[CH:16][C:15]([C:38]4[N:39]=[C:40]([C:42]5[CH:47]=[CH:46][N:45]=[CH:44][CH:43]=5)[S:41][C:37]=4[CH3:36])=[CH:14][CH:13]=3)[CH:12]=[C:11]2[C:28]2[C:29]([F:35])=[CH:30][CH:31]=[CH:32][C:33]=2[F:34])(=[O:8])=[O:9])[CH:6]=[CH:5][CH:4]=[CH:3][CH:2]=1. (2) Given the reactants [Cl:1][C:2]1[CH:7]=[C:6]([C:8]2[N:12]=[C:11]([C:13]3[N:14]=[C:15]4[C:20]([Cl:21])=[CH:19][C:18]([C:22]([F:25])([F:24])[F:23])=[CH:17][N:16]4[CH:26]=3)[O:10][N:9]=2)[C:5]([Cl:27])=[CH:4][C:3]=1[OH:28].[H-].[Na+].[CH3:31][S:32][CH2:33]Cl.O, predict the reaction product. The product is: [Cl:21][C:20]1[C:15]2[N:16]([CH:26]=[C:13]([C:11]3[O:10][N:9]=[C:8]([C:6]4[CH:7]=[C:2]([Cl:1])[C:3]([O:28][CH2:31][S:32][CH3:33])=[CH:4][C:5]=4[Cl:27])[N:12]=3)[N:14]=2)[CH:17]=[C:18]([C:22]([F:23])([F:25])[F:24])[CH:19]=1. (3) Given the reactants [NH2:1][CH2:2][CH2:3][NH:4][C:5](=[O:28])[CH2:6][C:7]1[C:15]2[C:10](=[CH:11][CH:12]=[C:13]([O:16][CH3:17])[CH:14]=2)[N:9]([C:18](=[O:26])[C:19]2[CH:24]=[CH:23][C:22]([Cl:25])=[CH:21][CH:20]=2)[C:8]=1[CH3:27].CCN=C=N[CH2:34][CH2:35][CH2:36]N(C)C.CCN(C(C)C)[CH:43]([CH3:45])[CH3:44].C1C=CC2N([OH:58])N=NC=2C=1.CN([CH:62]=[O:63])C, predict the reaction product. The product is: [Cl:25][C:22]1[CH:21]=[CH:20][C:19]([C:18]([N:9]2[C:10]3[C:15](=[CH:14][C:13]([O:16][CH3:17])=[CH:12][CH:11]=3)[C:7]([CH2:6][C:5]([NH:4][CH2:3][CH2:2][NH:1][C:62](=[O:63])[C:34]3[CH:35]=[CH:36][C:45]([OH:58])=[CH:43][CH:44]=3)=[O:28])=[C:8]2[CH3:27])=[O:26])=[CH:24][CH:23]=1. (4) Given the reactants [CH2:1]([O:5][C:6]([C:8]1[N:9]=[C:10](Cl)[C:11]2[C:16]([C:17]=1[OH:18])=[CH:15][CH:14]=[CH:13][CH:12]=2)=[O:7])[CH2:2][CH2:3][CH3:4].[CH3:20][O:21][C:22]1[CH:27]=[CH:26][CH:25]=[CH:24][C:23]=1[OH:28], predict the reaction product. The product is: [CH2:1]([O:5][C:6]([C:8]1[N:9]=[C:10]([O:28][C:23]2[CH:24]=[CH:25][CH:26]=[CH:27][C:22]=2[O:21][CH3:20])[C:11]2[C:16]([C:17]=1[OH:18])=[CH:15][CH:14]=[CH:13][CH:12]=2)=[O:7])[CH2:2][CH2:3][CH3:4]. (5) Given the reactants [NH:1]([C:17]([O:19][CH2:20][CH:21]1[C:33]2[C:28](=[CH:29][CH:30]=[CH:31][CH:32]=2)[C:27]2[C:22]1=[CH:23][CH:24]=[CH:25][CH:26]=2)=[O:18])[C@H:2]([C:11]([O:13][CH2:14][CH:15]=[CH2:16])=[O:12])[CH2:3][C:4](=[O:10])[O:5]C(C)(C)C.C(O)(C(F)(F)F)=O, predict the reaction product. The product is: [NH:1]([C:17]([O:19][CH2:20][CH:21]1[C:22]2[C:27](=[CH:26][CH:25]=[CH:24][CH:23]=2)[C:28]2[C:33]1=[CH:32][CH:31]=[CH:30][CH:29]=2)=[O:18])[C@H:2]([C:11]([O:13][CH2:14][CH:15]=[CH2:16])=[O:12])[CH2:3][C:4](=[O:5])[OH:10]. (6) Given the reactants [C:1]([SiH:5]([CH3:7])[CH3:6])([CH3:4])([CH3:3])[CH3:2].[CH2:8]([O:15][C:16]1[CH:17]=[C:18]([CH:37]=[CH:38][CH:39]=1)[O:19][C:20]1[CH:27]=[CH:26][C:23]([CH:24]=[O:25])=[C:22]([B:28]2[O:32]C(C)(C)C(C)(C)O2)[CH:21]=1)[C:9]1[CH:14]=[CH:13][CH:12]=[CH:11][CH:10]=1.[CH2:40]1C[O:43][CH2:42][CH2:41]1, predict the reaction product. The product is: [CH2:8]([O:15][C:16]1[CH:17]=[C:18]([CH:37]=[CH:38][CH:39]=1)[O:19][C:20]1[CH:27]=[CH:26][C:23]2[CH:24]([CH2:40][CH2:41][CH2:42][O:43][Si:5]([C:1]([CH3:4])([CH3:3])[CH3:2])([CH3:7])[CH3:6])[O:25][B:28]([OH:32])[C:22]=2[CH:21]=1)[C:9]1[CH:10]=[CH:11][CH:12]=[CH:13][CH:14]=1. (7) Given the reactants [Si]([O:8][CH2:9][C:10]1[CH:11]=[C:12]2[C:17](=[CH:18][CH:19]=1)[CH:16]=[C:15]([CH2:20][CH2:21][CH2:22][N:23]([CH2:27][CH2:28][CH3:29])[CH2:24][CH2:25][CH3:26])[CH:14]=[CH:13]2)(C(C)(C)C)(C)C.CCCC[N+](CCCC)(CCCC)CCCC.[F-].C1COCC1, predict the reaction product. The product is: [OH:8][CH2:9][C:10]1[CH:19]=[CH:18][C:17]2[C:12](=[CH:13][CH:14]=[C:15]([CH2:20][CH2:21][CH2:22][N:23]([CH2:27][CH2:28][CH3:29])[CH2:24][CH2:25][CH3:26])[CH:16]=2)[CH:11]=1.